Dataset: Catalyst prediction with 721,799 reactions and 888 catalyst types from USPTO. Task: Predict which catalyst facilitates the given reaction. (1) Reactant: [CH3:1][C:2]1([CH3:23])[O:6][C:5](=[O:7])[N:4]([C:8]2[CH:16]=[CH:15][C:11]([C:12](O)=[O:13])=[CH:10][CH:9]=2)[C@H:3]1[C:17]1[CH:22]=[CH:21][CH:20]=[CH:19][CH:18]=1.C(N(C(C)C)C(C)C)C.CN(C(ON1N=NC2C=CC=NC1=2)=[N+](C)C)C.F[P-](F)(F)(F)(F)F.[Cl:57][C:58]1[N:59]=[N:60][C:61]([NH:64][NH2:65])=[CH:62][CH:63]=1. Product: [Cl:57][C:58]1[N:59]=[N:60][C:61]([NH:64][NH:65][C:12](=[O:13])[C:11]2[CH:10]=[CH:9][C:8]([N:4]3[C@@H:3]([C:17]4[CH:22]=[CH:21][CH:20]=[CH:19][CH:18]=4)[C:2]([CH3:23])([CH3:1])[O:6][C:5]3=[O:7])=[CH:16][CH:15]=2)=[CH:62][CH:63]=1. The catalyst class is: 18. (2) Reactant: [CH2:1]([O:3][CH:4]([O:10][CH2:11][CH3:12])[C:5](OCC)=O)[CH3:2].[Na].Cl.[NH2:15][C:16]([NH2:18])=[S:17].C[O-].[Na+].[CH2:22](Br)[C:23]1[CH:28]=[CH:27][CH:26]=[CH:25][CH:24]=1.[CH3:30][CH2:31][OH:32]. Product: [CH2:22]([S:17][C:16]1[N:18]=[C:31]([OH:32])[CH:30]=[C:5]([CH:4]([O:3][CH2:1][CH3:2])[O:10][CH2:11][CH3:12])[N:15]=1)[C:23]1[CH:28]=[CH:27][CH:26]=[CH:25][CH:24]=1. The catalyst class is: 238. (3) Reactant: C[O:2][C:3]1[CH:8]=[CH:7][C:6]([C:9]([F:12])([F:11])[F:10])=[CH:5][C:4]=1[C:13]1[CH2:17][CH2:16][CH2:15][C:14]=1[C:18]1[N:23]=[C:22]([C:24]([OH:26])=[O:25])[CH:21]=[N:20][CH:19]=1.C[S-].[Na+].CN(C=O)C. The catalyst class is: 13. Product: [OH:2][C:3]1[CH:8]=[CH:7][C:6]([C:9]([F:10])([F:11])[F:12])=[CH:5][C:4]=1[C:13]1[CH2:17][CH2:16][CH2:15][C:14]=1[C:18]1[N:23]=[C:22]([C:24]([OH:26])=[O:25])[CH:21]=[N:20][CH:19]=1. (4) Reactant: [Cl:1][C:2]1[CH:3]=[C:4]2[C:8](=[CH:9][CH:10]=1)[NH:7][N:6]=[C:5]2/[CH:11]=[C:12]1\[O:13][C:14]2[C:21]([CH2:22][N:23]3[CH2:28][CH2:27][N:26](C(OC(C)(C)C)=O)[CH2:25][CH2:24]3)=[C:20]([O:36][CH3:37])[CH:19]=[CH:18][C:15]=2[C:16]\1=[O:17].FC(F)(F)C(O)=O. Product: [Cl:1][C:2]1[CH:3]=[C:4]2[C:8](=[CH:9][CH:10]=1)[NH:7][N:6]=[C:5]2/[CH:11]=[C:12]1\[O:13][C:14]2[C:21]([CH2:22][N:23]3[CH2:24][CH2:25][NH:26][CH2:27][CH2:28]3)=[C:20]([O:36][CH3:37])[CH:19]=[CH:18][C:15]=2[C:16]\1=[O:17]. The catalyst class is: 2. (5) Reactant: Cl.Cl.[NH2:3][CH2:4][CH2:5][N:6]1[C:14]2[C:13]([NH:15][C:16]3[CH:21]=[CH:20][C:19]([O:22][C:23]4[CH:28]=[CH:27][CH:26]=[C:25]([S:29]([CH2:32][CH:33]5[CH2:35][CH2:34]5)(=[O:31])=[O:30])[CH:24]=4)=[C:18]([Cl:36])[CH:17]=3)=[N:12][CH:11]=[N:10][C:9]=2[CH:8]=[CH:7]1.[CH3:37][S:38]([CH2:41][C:42](O)=[O:43])(=[O:40])=[O:39].Cl.C(N=C=NCCCN(C)C)C.O.ON1C2C=CC=CC=2N=N1.Cl.C(OCC)(=O)C. Product: [ClH:36].[Cl:36][C:18]1[CH:17]=[C:16]([NH:15][C:13]2[C:14]3[N:6]([CH2:5][CH2:4][NH:3][C:42](=[O:43])[CH2:41][S:38]([CH3:37])(=[O:40])=[O:39])[CH:7]=[CH:8][C:9]=3[N:10]=[CH:11][N:12]=2)[CH:21]=[CH:20][C:19]=1[O:22][C:23]1[CH:28]=[CH:27][CH:26]=[C:25]([S:29]([CH2:32][CH:33]2[CH2:35][CH2:34]2)(=[O:31])=[O:30])[CH:24]=1. The catalyst class is: 681. (6) Reactant: [CH3:1][O:2][C:3]([C:5]1[CH:22]=[CH:21][CH:20]=[CH:19][C:6]=1[CH2:7][O:8][C:9]1[CH:14]=[CH:13][C:12]([CH2:15][C:16]([OH:18])=O)=[CH:11][CH:10]=1)=[O:4].[CH2:23]([NH:29][CH2:30][C:31]1[CH:36]=[CH:35][CH:34]=[CH:33][CH:32]=1)[CH2:24][CH2:25][CH2:26][CH2:27][CH3:28].C(Cl)CCl.Cl. Product: [CH2:30]([N:29]([CH2:23][CH2:24][CH2:25][CH2:26][CH2:27][CH3:28])[C:16](=[O:18])[CH2:15][C:12]1[CH:11]=[CH:10][C:9]([O:8][CH2:7][C:6]2[CH:19]=[CH:20][CH:21]=[CH:22][C:5]=2[C:3]([O:2][CH3:1])=[O:4])=[CH:14][CH:13]=1)[C:31]1[CH:36]=[CH:35][CH:34]=[CH:33][CH:32]=1. The catalyst class is: 808. (7) Product: [NH2:23][C:21]1[N:20]=[CH:19][N:18]=[C:17]2[N:16]([C@@H:24]3[CH2:29][CH2:28][CH2:27][N:26]([C:45](=[O:46])[CH2:44][C:42]#[N:43])[CH2:25]3)[N:15]=[C:14]([C:11]3[CH:10]=[CH:9][C:8]([O:1][C:2]4[CH:7]=[CH:6][CH:5]=[CH:4][CH:3]=4)=[CH:13][CH:12]=3)[C:22]=12. Reactant: [O:1]([C:8]1[CH:13]=[CH:12][C:11]([C:14]2[C:22]3[C:17](=[N:18][CH:19]=[N:20][C:21]=3[NH2:23])[N:16]([C@@H:24]3[CH2:29][CH2:28][CH2:27][NH:26][CH2:25]3)[N:15]=2)=[CH:10][CH:9]=1)[C:2]1[CH:7]=[CH:6][CH:5]=[CH:4][CH:3]=1.C(N1C=CN=C1)(N1C=CN=C1)=O.[C:42]([CH2:44][C:45](O)=[O:46])#[N:43]. The catalyst class is: 4. (8) Reactant: Cl[CH2:2][N:3]1[CH:7]=[C:6]([S:8][C:9]([Cl:12])([Cl:11])[F:10])[CH:5]=[N:4]1.[F:13][C:14]([F:23])([F:22])[CH2:15][CH2:16][CH:17]([C:20]#[N:21])[C:18]#[N:19].C(=O)([O-])[O-].[K+].[K+].O. Product: [Cl:11][C:9]([Cl:12])([F:10])[S:8][C:6]1[CH:5]=[N:4][N:3]([CH2:2][C:17]([CH2:16][CH2:15][C:14]([F:13])([F:22])[F:23])([C:18]#[N:19])[C:20]#[N:21])[CH:7]=1. The catalyst class is: 9.